This data is from Experimentally validated miRNA-target interactions with 360,000+ pairs, plus equal number of negative samples. The task is: Binary Classification. Given a miRNA mature sequence and a target amino acid sequence, predict their likelihood of interaction. (1) The miRNA is mmu-miR-590-3p with sequence UAAUUUUAUGUAUAAGCUAGU. The protein sequence of the target gene is MSETAPAAPAAPAPVEKTPVKKKAKKTGAAAGKRKASGPPVSELITKAVAASKERSGVSLAALKKALAAAGYDVEKNNSRIKLGLKSLVSKGTLVQTKGTGASGSFKLNKKAASGEAKPKAKKAGAAKAKKPAGAAKKPKKATGAATPKKTAKKTPKKAKKPAAAAGAKKVSKSPKKVKAAKPKKAAKSPAKAKAPKAKASKPKASKPKATKAKKAAPRKK. Result: 1 (interaction). (2) The miRNA is hsa-miR-219b-3p with sequence AGAAUUGCGUUUGGACAAUCAGU. The protein sequence of the target gene is MWRGVPGCLRDIVQWQVALWSHSFVRTWGSCGKAMTEALSAQAEAAGGLKALVQPNGDAGSNTSGEPLLERLEPAAVGKQVPESGDQAQGGEGQLPSNGEQTPAPVADSGKRKKRRGATGERVVPPPKKRRTGVSFSDEHFAETTYYFEGGLRKVRPYYFDFQTYCKGRWVGRSLLHVFSTEFRSQPLSYYEAAVRAGRLHLNEEPVQDLSIVLKDNDFLRNTVHRHEPPVTAEPIHLLAENNDVVVIDKPSSIPVHPCGRFRHNTVIFILGKEHQLKELHPLHRLDRLTSGVLMFAKTA.... Result: 0 (no interaction). (3) The protein sequence of the target gene is MIPWVLLACALPCAADPLLGAFARRDFRKGSPQLVCSLPGPQGPPGPPGAPGPSGMMGRMGFPGKDGQDGHDGDRGDSGEEGPPGRTGNRGKPGPKGKAGAIGRAGPRGPKGVNGTPGKHGTPGKKGPKGKKGEPGLPGPCSCGSGHTKSAFSVAVTKSYPRERLPIKFDKILMNEGGHYNASSGKFVCGVPGIYYFTYDITLANKHLAIGLVHNGQYRIRTFDANTGNHDVASGSTILALKQGDEVWLQIFYSEQNGLFYDPYWTDSLFTGFLIYADQDDPNEV. The miRNA is mmu-miR-3074-2-3p with sequence UGUUUCAGCUCAGUAGGCAC. Result: 0 (no interaction). (4) The miRNA is hsa-miR-155-5p with sequence UUAAUGCUAAUCGUGAUAGGGGUU. The protein sequence of the target gene is MAAQSAPKVVLKSTTKMSLNERFTNMLKNKQPTPVNIRASMQQQQQLASARNRRLAQQMENRPSVQAALKLKQSLKQRLGKSNIQARLGRPIGALARGAIGGRGLPIIQRGLPRGGLRGGRATRTLLRGGMSLRGQNLLRGGRAVAPRMGLRRGGVRGRGGPGRGGLGRGAMGRGGIGGRGRGMIGRGRGGFGGRGRGRGRGRGALARPVLTKEQLDNQLDAYMSKTKGHLDAELDAYMAQTDPETND. Result: 1 (interaction). (5) The miRNA is hsa-miR-6875-3p with sequence AUUCUUCCUGCCCUGGCUCCAU. The protein sequence of the target gene is MAAPLLHTRLSGDVTAAASATLSASRTGLSDMLALESDFFNSPPKKTVRFGGTVTEVLLKYKKGETNDLELLKNQLSDPDIKDDQIINWLLEFRSSVMYLTKDFEQLINIILRLPWLNRSQRVVEEYLAFLGNLVSAQTVFLRPCLSMIASHFVPPRVIVKEGGIDVSDSDDEDDNLPAIFDTCHRALQIITRYVPSTPWFLMPILVEKFPFVRKSERTLECYVHNLLRISLYFPTLRREILELVIEKLLKLDVSVSRQDIEDAEEKAAQTCGGTDTTEGLFNMDEDEDTDPEKKADQEQ.... Result: 0 (no interaction). (6) The miRNA is hsa-miR-6820-3p with sequence UGUGACUUCUCCCCUGCCACAG. The protein sequence of the target gene is MEDGPVFYGFKNIFITMFATFFFFKLLIKVFLALLTHFYIVKGNRKEAARIAEEIYGGISDCWADRSPLHEAAAQGRLLALKTLIAQGVNVNLVTINRVSSLHEACLGGHVACAKALLENGAHVNGVTVHGATPLFNACCSGSAACVNVLLEFGAKAQLEVHLASPIHEAVKRGHRECMEILLANNVNIDHEVPQLGTPLYVACTYQRVDCVKKLLELGASVDHGQWLDTPLHAAARQSNVEVIHLLTDYGANLKRRNAQGKSALDLAAPKSSVEQALLLREGPPALSQLCRLCVRKCLG.... Result: 1 (interaction). (7) The miRNA is hsa-miR-873-3p with sequence GGAGACUGAUGAGUUCCCGGGA. The protein sequence of the target gene is MSGTSKESLGHGGLPGLGKTCLTTMDTKLNMLNEKVDQLLHFQEDVTEKLQSMCRDMGHLERGLHRLEASRAPGPGGADGVPHIDTQAGWPEVLELVRAMQQDAAQHGARLEALFRMVAAVDRAIALVGATFQKSKVADFLMQGRVPWRRGSPGDSPEENKERVEEEGGKPKHVLSTSGVQSDAREPGEESQKADVLEGTAERLPPIRASGLGADPAQAVVSPGQGDGVPGPAQAFPGHLPLPTKVEAKAPETPSENLRTGLELAPAPGRVNVVSPSLEVAPGAGQGASSSRPDPEPLEE.... Result: 1 (interaction). (8) The miRNA is hsa-miR-4738-5p with sequence ACCAGCGCGUUUUCAGUUUCAU. The protein sequence of the target gene is MESERDMYRQFQDWCLRTYGDSGKTKTVTRKKYERIVQLLNGSESSSTDNAKFKFWVKSKGFQLGQPDEVRGGGGGAKQVLFVRVKTTDGVGVDEKLSLRRVAVVEDFFDIIYSMHVETGPNGEQIRKHAGQKRTYKAISESYAFLPREAVTRFLMSCSECQKRMHLNPDGTDHKDNGKPPTLVTSMIDYNMPITMAYMKHMKLQLLNSQQDEDESSIESDEFDMSDSTRMSAVNSDLSSNLEERMQSPQTVHGQQDDDSAAESSNGNETLGHSSAASGGAHGREPEDSSSDGKTGLEQE.... Result: 0 (no interaction). (9) The miRNA is mmu-miR-23b-3p with sequence AUCACAUUGCCAGGGAUUACC. The protein sequence of the target gene is MSNMEKHLFNLKFAAKELNRNAKKCDKEEKAEKAKIKKAIQKGNTEVARIHAENAIRQKNQAINFLRMSARVDAVAARVQTAVTMGKVTKSMAGVVKSMDATLRSMNLEKISALMDKFEHQFETLDVQTQQMEDTMSSTTTLTTPQNQVDMLLQEMADEAGLDLNMELPQGQTGSVGASVASTEQDELSQRLARLRDQV. Result: 0 (no interaction). (10) The miRNA is hsa-miR-517a-3p with sequence AUCGUGCAUCCCUUUAGAGUGU. The protein sequence of the target gene is MEGRGPYRIYDPGGSVPSGEASAAFERLVKENSRLKEKMQGIKMLGELLEESQMEATRLRQKAEELVKDNELLPPPSPSLGSFDPLAELTGKDSNVTASPTAPACPSDKPAPVQKPPSSGTSSEFEVVTPEEQNSPESSSHANAMALGPLPREDGNLMLHLQRLETTLSVCAEEPDHGQLFTHLGRMALEFNRLASKVHKNEQRTSILQTLCEQLRKENEALKAKLDKGLEQRDQAAERLREENLELKKLLMSNGNKEGASGRPGSPKMEGTGKKAVAGQQQASVTAGKVPEVVALGAAE.... Result: 1 (interaction).